From a dataset of NCI-60 drug combinations with 297,098 pairs across 59 cell lines. Regression. Given two drug SMILES strings and cell line genomic features, predict the synergy score measuring deviation from expected non-interaction effect. (1) Drug 1: C1=C(C(=O)NC(=O)N1)N(CCCl)CCCl. Drug 2: CS(=O)(=O)OCCCCOS(=O)(=O)C. Cell line: T-47D. Synergy scores: CSS=1.58, Synergy_ZIP=-7.26, Synergy_Bliss=-11.0, Synergy_Loewe=-31.5, Synergy_HSA=-12.6. (2) Drug 1: CNC(=O)C1=CC=CC=C1SC2=CC3=C(C=C2)C(=NN3)C=CC4=CC=CC=N4. Drug 2: CS(=O)(=O)C1=CC(=C(C=C1)C(=O)NC2=CC(=C(C=C2)Cl)C3=CC=CC=N3)Cl. Cell line: UO-31. Synergy scores: CSS=23.9, Synergy_ZIP=3.70, Synergy_Bliss=5.10, Synergy_Loewe=5.61, Synergy_HSA=5.12. (3) Drug 1: CC1=C(C(=CC=C1)Cl)NC(=O)C2=CN=C(S2)NC3=CC(=NC(=N3)C)N4CCN(CC4)CCO. Drug 2: B(C(CC(C)C)NC(=O)C(CC1=CC=CC=C1)NC(=O)C2=NC=CN=C2)(O)O. Cell line: HCT-15. Synergy scores: CSS=61.5, Synergy_ZIP=1.01, Synergy_Bliss=-0.743, Synergy_Loewe=-15.7, Synergy_HSA=-1.85. (4) Drug 1: C1=CC=C(C(=C1)C(C2=CC=C(C=C2)Cl)C(Cl)Cl)Cl. Drug 2: C(CC(=O)O)C(=O)CN.Cl. Cell line: K-562. Synergy scores: CSS=-2.96, Synergy_ZIP=-0.717, Synergy_Bliss=-3.92, Synergy_Loewe=-4.93, Synergy_HSA=-4.90. (5) Drug 1: CC(C)(C#N)C1=CC(=CC(=C1)CN2C=NC=N2)C(C)(C)C#N. Drug 2: C1=CC=C(C=C1)NC(=O)CCCCCCC(=O)NO. Cell line: NCI-H226. Synergy scores: CSS=-1.54, Synergy_ZIP=4.30, Synergy_Bliss=-3.48, Synergy_Loewe=-3.39, Synergy_HSA=-3.48.